Dataset: Catalyst prediction with 721,799 reactions and 888 catalyst types from USPTO. Task: Predict which catalyst facilitates the given reaction. (1) Reactant: [F:1][C:2]1[CH:3]=[N:4][C:5]2[C:10]([C:11]=1[CH2:12][NH:13][CH2:14][CH2:15][CH2:16][CH:17]1[O:21][C:20](=[O:22])[N:19]([C:23]3[CH:24]=[CH:25][C:26]4[S:31][CH2:30][C:29](=[O:32])[NH:28][C:27]=4[CH:33]=3)[CH2:18]1)=[N:9][C:8]([O:34][CH3:35])=[CH:7][CH:6]=2.[CH2:36]([C@@H:38]1[O:40][CH2:39]1)[Cl:37]. Product: [Cl:37][CH2:36][C@H:38]([OH:40])[CH2:39][N:13]([CH2:12][C:11]1[C:10]2[C:5](=[CH:6][CH:7]=[C:8]([O:34][CH3:35])[N:9]=2)[N:4]=[CH:3][C:2]=1[F:1])[CH2:14][CH2:15][CH2:16][CH:17]1[O:21][C:20](=[O:22])[N:19]([C:23]2[CH:24]=[CH:25][C:26]3[S:31][CH2:30][C:29](=[O:32])[NH:28][C:27]=3[CH:33]=2)[CH2:18]1. The catalyst class is: 36. (2) Reactant: [CH:1]([C:4]1[C:5]([C:30]([C:32]2[CH:33]=[C:34]([CH:37]=[CH:38][CH:39]=2)[CH:35]=O)=[O:31])=[N:6][C:7]([O:20][CH2:21][C:22]2[CH:27]=[CH:26][C:25]([O:28][CH3:29])=[CH:24][CH:23]=2)=[N:8][C:9]=1[O:10][CH2:11][C:12]1[CH:17]=[CH:16][C:15]([O:18][CH3:19])=[CH:14][CH:13]=1)([CH3:3])[CH3:2].[C:40]([CH2:42]P(=O)(OCC)OCC)#[N:41].CC(C)([O-])C.[K+]. Product: [CH:1]([C:4]1[C:5]([C:30]([C:32]2[CH:33]=[C:34]([CH:35]=[CH:42][C:40]#[N:41])[CH:37]=[CH:38][CH:39]=2)=[O:31])=[N:6][C:7]([O:20][CH2:21][C:22]2[CH:27]=[CH:26][C:25]([O:28][CH3:29])=[CH:24][CH:23]=2)=[N:8][C:9]=1[O:10][CH2:11][C:12]1[CH:17]=[CH:16][C:15]([O:18][CH3:19])=[CH:14][CH:13]=1)([CH3:3])[CH3:2]. The catalyst class is: 1. (3) Reactant: [CH3:1][O:2][CH2:3][CH2:4][O:5][C:6]1[CH:11]=[CH:10][N:9]2[C:12]([C:15]3[CH:24]=[CH:23][C:22]4[C:17](=[C:18]([O:25][CH2:26][C@H:27]5[CH2:31][CH2:30][CH2:29][N:28]5C(OC(C)(C)C)=O)[CH:19]=[CH:20][CH:21]=4)[N:16]=3)=[CH:13][N:14]=[C:8]2[CH:7]=1.Cl.O1CCOCC1. Product: [CH3:1][O:2][CH2:3][CH2:4][O:5][C:6]1[CH:11]=[CH:10][N:9]2[C:12]([C:15]3[CH:24]=[CH:23][C:22]4[C:17](=[C:18]([O:25][CH2:26][C@H:27]5[CH2:31][CH2:30][CH2:29][NH:28]5)[CH:19]=[CH:20][CH:21]=4)[N:16]=3)=[CH:13][N:14]=[C:8]2[CH:7]=1. The catalyst class is: 22. (4) Reactant: CC(C)=O.[Cl:5][C:6]1[CH:7]=[C:8]([CH:19]=[CH:20][C:21]=1[CH2:22][O:23][C:24]1[CH:29]=[CH:28][C:27]([C:30](=[O:36])[CH2:31][C:32]([CH3:35])([CH3:34])[CH3:33])=[C:26]([OH:37])[C:25]=1[C:38]([F:41])([F:40])[F:39])[CH2:9][NH:10][C:11]([C:13]1[N:14]=[CH:15][N:16]([CH3:18])[CH:17]=1)=[O:12].Cl.O1CCOCC1. Product: [ClH:5].[Cl:5][C:6]1[CH:7]=[C:8]([CH:19]=[CH:20][C:21]=1[CH2:22][O:23][C:24]1[CH:29]=[CH:28][C:27]([C:30](=[O:36])[CH2:31][C:32]([CH3:34])([CH3:35])[CH3:33])=[C:26]([OH:37])[C:25]=1[C:38]([F:39])([F:40])[F:41])[CH2:9][NH:10][C:11]([C:13]1[N:14]=[CH:15][N:16]([CH3:18])[CH:17]=1)=[O:12]. The catalyst class is: 13. (5) Reactant: C([N:8]1[CH2:12][C@H:11]2[C:13]3[CH:14]=[CH:15][C:16]([Br:22])=[C:17]([Cl:21])[C:18]=3[CH2:19][O:20][C@@:10]2([CH3:23])[CH2:9]1)C1C=CC=CC=1.ClC(OC(Cl)C)=O.CO. The catalyst class is: 11. Product: [ClH:21].[Br:22][C:16]1[CH:15]=[CH:14][C:13]2[C@H:11]3[C@:10]([CH3:23])([CH2:9][NH:8][CH2:12]3)[O:20][CH2:19][C:18]=2[C:17]=1[Cl:21].